Dataset: Reaction yield outcomes from USPTO patents with 853,638 reactions. Task: Predict the reaction yield, written as a fraction of the theoretical maximum amount of product (1.0 means a 100% yield; for example, 0.34 means a 34% yield). (1) The reactants are [CH3:1][S:2](Cl)(=[O:4])=[O:3].C(Cl)Cl.[Cl:9][C:10]1[CH:15]=[CH:14][C:13]([S:16]([CH:19]([C:28]2[CH:33]=[C:32]([F:34])[CH:31]=[CH:30][C:29]=2[F:35])[C:20]2[C:25]([F:26])=[CH:24][N:23]=[C:22]([NH2:27])[CH:21]=2)(=[O:18])=[O:17])=[CH:12][CH:11]=1.N1C=CC=CC=1. The product is [Cl:9][C:10]1[CH:11]=[CH:12][C:13]([S:16]([CH:19]([C:28]2[CH:33]=[C:32]([F:34])[CH:31]=[CH:30][C:29]=2[F:35])[C:20]2[C:25]([F:26])=[CH:24][N:23]=[C:22]([NH:27][S:2]([CH3:1])(=[O:4])=[O:3])[CH:21]=2)(=[O:17])=[O:18])=[CH:14][CH:15]=1. The yield is 0.840. The catalyst is CCCCCC.C(OCC)(=O)C. (2) The reactants are C(NC(C)C)(C)C.[CH2:8]([Li])[CH2:9][CH2:10][CH3:11].[CH3:13][O:14][C:15](=[O:28])[CH2:16][C:17]1[CH:22]=[CH:21][C:20]([F:23])=[C:19]([C:24]([F:27])([F:26])[F:25])[CH:18]=1.[O:29]1CCC[CH2:30]1. The catalyst is CN1CCCN(C)C1=O.[Au]. The product is [CH3:13][O:14][C:15](=[O:28])[CH:16]([C:17]1[CH:22]=[CH:21][C:20]([F:23])=[C:19]([C:24]([F:27])([F:25])[F:26])[CH:18]=1)[CH2:11][C@H:10]1[CH2:9][CH2:8][CH2:30][O:29]1. The yield is 0.390. (3) The product is [CH2:23]([S:21][C:20]1[N:19]([C:13]2[CH:18]=[CH:17][CH:16]=[CH:15][CH:14]=2)[C:6](=[O:7])[CH:5]=[C:4]([OH:11])[N:22]=1)[CH3:24]. The catalyst is CO.O.C(O)(=O)C. The reactants are C[O-].[Na+].[C:4]([O:11]C)(=O)[CH2:5][C:6](OC)=[O:7].[C:13]1([NH:19][C:20]([NH2:22])=[S:21])[CH:18]=[CH:17][CH:16]=[CH:15][CH:14]=1.[CH2:23](I)[CH3:24]. The yield is 0.900. (4) The reactants are [H-].[Na+].[CH2:3]([N:10]([CH2:14][CH2:15][C:16]1[C:17](Cl)=[N:18][CH:19]=[CH:20][CH:21]=1)[CH2:11][CH2:12][OH:13])[C:4]1[CH:9]=[CH:8][CH:7]=[CH:6][CH:5]=1.O. The catalyst is C1COCC1. The product is [CH2:3]([N:10]1[CH2:14][CH2:15][C:16]2[CH:21]=[CH:20][CH:19]=[N:18][C:17]=2[O:13][CH2:12][CH2:11]1)[C:4]1[CH:9]=[CH:8][CH:7]=[CH:6][CH:5]=1. The yield is 0.770. (5) The reactants are [CH2:1]([N:8]1[CH2:13][CH2:12][C:11]2([C:21]3[C:16](=[CH:17][CH:18]=[CH:19][C:20]=3Br)[N:15]([C:23]([O:25][C:26]([CH3:29])([CH3:28])[CH3:27])=[O:24])[CH2:14]2)[CH2:10][CH2:9]1)[C:2]1[CH:7]=[CH:6][CH:5]=[CH:4][CH:3]=1.[CH:30](=[O:32])[CH3:31]. The product is [CH2:1]([N:8]1[CH2:13][CH2:12][C:11]2([C:21]3[C:16](=[CH:17][CH:18]=[CH:19][C:20]=3[CH:30]([OH:32])[CH3:31])[N:15]([C:23]([O:25][C:26]([CH3:29])([CH3:28])[CH3:27])=[O:24])[CH2:14]2)[CH2:10][CH2:9]1)[C:2]1[CH:7]=[CH:6][CH:5]=[CH:4][CH:3]=1. The yield is 0.760. The catalyst is C1COCC1. (6) The reactants are [CH:1]1[C:6]2[CH:7]([NH2:16])[C:8]3[CH:15]=[CH:14][CH:13]=[CH:12][C:9]=3[CH2:10][CH2:11][C:5]=2[CH:4]=[CH:3][N:2]=1.[C:17](=S)=[S:18].C(Cl)CCl. The catalyst is C1COCC1. The product is [N:16]([CH:7]1[C:6]2[CH:1]=[N:2][CH:3]=[CH:4][C:5]=2[CH2:11][CH2:10][C:9]2[CH:12]=[CH:13][CH:14]=[CH:15][C:8]1=2)=[C:17]=[S:18]. The yield is 0.940. (7) The product is [CH2:14]([O:1][C:2]1[C:3]([CH3:11])=[CH:4][C:5]([C:6]#[N:7])=[CH:8][C:9]=1[CH3:10])[C:15]1[CH:20]=[CH:19][CH:18]=[CH:17][CH:16]=1. The reactants are [OH:1][C:2]1[C:9]([CH3:10])=[CH:8][C:5]([C:6]#[N:7])=[CH:4][C:3]=1[CH3:11].[H-].[Na+].[CH2:14](Br)[C:15]1[CH:20]=[CH:19][CH:18]=[CH:17][CH:16]=1. The yield is 1.00. The catalyst is CN(C=O)C. (8) The reactants are [CH3:1][N:2]1[CH2:7][CH2:6][N:5]([C:8]2[CH:13]=[CH:12][C:11]([NH2:14])=[C:10]([C:15]3[S:16][CH:17]=[CH:18][C:19]=3[CH3:20])[CH:9]=2)[CH2:4][CH2:3]1.[C:21]([C:23]1[O:27][C:26]([C:28](Cl)=[O:29])=[CH:25][CH:24]=1)#[N:22].CCN(C(C)C)C(C)C. No catalyst specified. The product is [CH3:1][N:2]1[CH2:3][CH2:4][N:5]([C:8]2[CH:13]=[CH:12][C:11]([NH:14][C:28]([C:26]3[O:27][C:23]([C:21]#[N:22])=[CH:24][CH:25]=3)=[O:29])=[C:10]([C:15]3[S:16][CH:17]=[CH:18][C:19]=3[CH3:20])[CH:9]=2)[CH2:6][CH2:7]1. The yield is 0.360. (9) The reactants are [C:1]([O:5][C:6]([NH:8][C:9](=[N:12][C:13]([O:15][C:16]([CH3:19])([CH3:18])[CH3:17])=[O:14])SC)=[O:7])([CH3:4])([CH3:3])[CH3:2].[NH2:20][C:21]1[CH:26]=[C:25]([CH3:27])[C:24]([C:28]2[CH:33]=[CH:32][CH:31]=[C:30]([S:34]([C:37]3[CH:41]=[C:40]([C:42]([NH:44][C:45]([O:47][C:48]([CH3:51])([CH3:50])[CH3:49])=[O:46])=[NH:43])[S:39][C:38]=3[S:52][CH3:53])(=[O:36])=[O:35])[CH:29]=2)=[C:23]([NH:54][C:55](=[O:72])[NH:56][CH2:57][CH2:58][CH2:59][CH2:60][CH2:61][O:62][C:63]2[CH:71]=[CH:70][C:66]([C:67]([OH:69])=[O:68])=[CH:65][CH:64]=2)[CH:22]=1. The catalyst is CC(O)=O.CO. The product is [C:48]([O:47][C:45]([NH:44][C:42](=[NH:43])[C:40]1[S:39][C:38]([S:52][CH3:53])=[C:37]([S:34]([C:30]2[CH:29]=[C:28]([C:24]3[C:25]([CH3:27])=[CH:26][C:21]([NH:20][C:9]([NH:8][C:6]([O:5][C:1]([CH3:2])([CH3:3])[CH3:4])=[O:7])=[N:12][C:13]([O:15][C:16]([CH3:17])([CH3:18])[CH3:19])=[O:14])=[CH:22][C:23]=3[NH:54][C:55](=[O:72])[NH:56][CH2:57][CH2:58][CH2:59][CH2:60][CH2:61][O:62][C:63]3[CH:64]=[CH:65][C:66]([C:67]([OH:69])=[O:68])=[CH:70][CH:71]=3)[CH:33]=[CH:32][CH:31]=2)(=[O:35])=[O:36])[CH:41]=1)=[O:46])([CH3:51])([CH3:49])[CH3:50]. The yield is 0.230.